Task: Predict the product of the given reaction.. Dataset: Forward reaction prediction with 1.9M reactions from USPTO patents (1976-2016) (1) Given the reactants [Cl:1][C:2]1[C:6]([Cl:7])=[C:5]([CH3:8])[NH:4][C:3]=1[C:9]([NH:11][CH:12]1[CH2:17][CH2:16][N:15]([C:18]2[S:19][C:20]([C:25]([O:27][CH2:28][CH3:29])=[O:26])=[C:21]([CH:23]=O)[N:22]=2)[CH2:14][CH:13]1[O:30][CH3:31])=[O:10].C(O[BH-](OC(=O)C)OC(=O)C)(=O)C.[Na+].[NH:46]1[CH2:51][CH2:50][O:49][CH2:48][CH2:47]1, predict the reaction product. The product is: [Cl:1][C:2]1[C:6]([Cl:7])=[C:5]([CH3:8])[NH:4][C:3]=1[C:9]([NH:11][C@H:12]1[CH2:17][CH2:16][N:15]([C:18]2[S:19][C:20]([C:25]([O:27][CH2:28][CH3:29])=[O:26])=[C:21]([CH2:23][N:46]3[CH2:51][CH2:50][O:49][CH2:48][CH2:47]3)[N:22]=2)[CH2:14][C@H:13]1[O:30][CH3:31])=[O:10]. (2) Given the reactants C([O:5][C:6](=[O:44])[CH2:7][CH2:8][N:9](C(OC(C)(C)C)=O)[CH2:10][C:11]([N:13]1[C:21]2[C:16](=[CH:17][C:18]([O:22][CH2:23][C:24]3[CH:29]=[CH:28][C:27]([CH:30]4[CH2:32][CH2:31]4)=[C:26]([C:33]([F:36])([F:35])[F:34])[CH:25]=3)=[CH:19][CH:20]=2)[CH2:15][CH2:14]1)=[O:12])(C)(C)C.[C:45]([OH:51])([C:47]([F:50])([F:49])[F:48])=[O:46], predict the reaction product. The product is: [OH:51][C:45]([C:47]([F:50])([F:49])[F:48])=[O:46].[CH:30]1([C:27]2[CH:28]=[CH:29][C:24]([CH2:23][O:22][C:18]3[CH:17]=[C:16]4[C:21](=[CH:20][CH:19]=3)[N:13]([C:11](=[O:12])[CH2:10][NH:9][CH2:8][CH2:7][C:6]([OH:44])=[O:5])[CH2:14][CH2:15]4)=[CH:25][C:26]=2[C:33]([F:36])([F:34])[F:35])[CH2:31][CH2:32]1. (3) The product is: [CH3:1][N:2]1[C@@H:19]2[CH2:20][C:7]3[CH:8]=[CH:9][C:10]([O:21][CH3:22])=[C:11]4[O:12][C@H:13]5[C:14]([CH2:16][CH2:17][C@@H:18]2[C@:5]5([C:6]=34)[CH2:4][CH2:3]1)=[O:15]. Given the reactants [CH3:1][N:2]1[C@@H:19]2[CH2:20][C:7]3[CH:8]=[CH:9][C:10]([O:21][CH3:22])=[C:11]4[O:12][C@H:13]5[C:14]([CH2:16][CH2:17][C@@H:18]2[C@:5]5([C:6]=34)[CH2:4][CH2:3]1)=[O:15].C(O)(C(O)=O)C(O)C(O)=O.C([O-])(=O)CCCCCCCCCCCCCCCCC.[Mg+2].C([O-])(=O)CCCCCCCCCCCCCCCCC, predict the reaction product.